This data is from Reaction yield outcomes from USPTO patents with 853,638 reactions. The task is: Predict the reaction yield, written as a fraction of the theoretical maximum amount of product (1.0 means a 100% yield; for example, 0.34 means a 34% yield). (1) The reactants are [CH3:1][C:2]1[C:11]2[C:6](=[CH:7][CH:8]=[CH:9][CH:10]=2)[CH:5]=[CH:4][N:3]=1.CO. The catalyst is C1COCC1.Cl.CCOCC. The product is [CH3:1][CH:2]1[C:11]2[C:6](=[CH:7][CH:8]=[CH:9][CH:10]=2)[CH2:5][CH2:4][NH:3]1. The yield is 0.770. (2) The product is [NH2:26][CH2:25][CH2:24][NH:27][S:20]([C:16]1[CH:17]=[CH:18][CH:19]=[C:14]([CH:5]2[C:4]3[C:9](=[C:10]([Cl:12])[CH:11]=[C:2]([Cl:1])[CH:3]=3)[CH2:8][N:7]([CH3:13])[CH2:6]2)[CH:15]=1)(=[O:22])=[O:21]. The yield is 0.760. The catalyst is C(Cl)Cl.C(Cl)Cl.CN(C=O)C. The reactants are [Cl:1][C:2]1[CH:3]=[C:4]2[C:9](=[C:10]([Cl:12])[CH:11]=1)[CH2:8][N:7]([CH3:13])[CH2:6][CH:5]2[C:14]1[CH:15]=[C:16]([S:20](Cl)(=[O:22])=[O:21])[CH:17]=[CH:18][CH:19]=1.[CH2:24]([NH2:27])[CH2:25][NH2:26].